This data is from Forward reaction prediction with 1.9M reactions from USPTO patents (1976-2016). The task is: Predict the product of the given reaction. (1) Given the reactants [Cl:1][C:2]1[CH:3]=[C:4]2[NH:11][C@@H:10]([CH3:12])[CH2:9][N:5]2[C:6](=[O:8])[N:7]=1.[C:13](O[C:13]([O:15][C:16]([CH3:19])([CH3:18])[CH3:17])=[O:14])([O:15][C:16]([CH3:19])([CH3:18])[CH3:17])=[O:14], predict the reaction product. The product is: [Cl:1][C:2]1[CH:3]=[C:4]2[N:11]([C:13]([O:15][C:16]([CH3:19])([CH3:18])[CH3:17])=[O:14])[C@@H:10]([CH3:12])[CH2:9][N:5]2[C:6](=[O:8])[N:7]=1. (2) Given the reactants [CH3:1][O:2][C:3](=[O:30])/[CH:4]=[CH:5]/[C:6]1[CH:7]=[C:8]2[C:26](=[CH:27][CH:28]=1)[O:25][C:11]1([CH2:17][CH2:16][CH2:15][N:14]([C:18](OC(C)(C)C)=O)[CH2:13][CH2:12]1)[CH2:10][C:9]2=[O:29].CC(O)=O.[F:35][C:36]1[CH:43]=[CH:42][C:39](C=O)=[CH:38][CH:37]=1.[BH-](OC(C)=O)(OC(C)=O)OC(C)=O.[Na+], predict the reaction product. The product is: [CH3:1][O:2][C:3](=[O:30])/[CH:4]=[CH:5]/[C:6]1[CH:7]=[C:8]2[C:26](=[CH:27][CH:28]=1)[O:25][C:11]1([CH2:17][CH2:16][CH2:15][N:14]([CH2:18][C:39]3[CH:42]=[CH:43][C:36]([F:35])=[CH:37][CH:38]=3)[CH2:13][CH2:12]1)[CH2:10][C:9]2=[O:29]. (3) Given the reactants C[C:2]1(C)O[C:6](=[O:8])[C:5]([C:9]2[CH:10]=[N:11][CH:12]=[N:13][CH:14]=2)=[C:4]([CH3:15])[O:3]1.[CH3:17][C:18]([N:33]=C)([CH3:32])[C:19]([O:21][CH2:22][C:23]1[CH:28]=[CH:27][C:26]([N+:29]([O-:31])=[O:30])=[CH:25][CH:24]=1)=[O:20], predict the reaction product. The product is: [CH3:32][C:18]([N:33]1[C:6](=[O:8])[C:5]([C:9]2[CH:10]=[N:11][CH:12]=[N:13][CH:14]=2)=[C:4]([CH3:15])[O:3][CH2:2]1)([CH3:17])[C:19]([O:21][CH2:22][C:23]1[CH:28]=[CH:27][C:26]([N+:29]([O-:31])=[O:30])=[CH:25][CH:24]=1)=[O:20]. (4) Given the reactants Cl.[S:2]1[C:10]2[C:5](=[N:6][CH:7]=[CH:8][CH:9]=2)[N:4]=[C:3]1[O:11][C:12]1[CH:22]=[CH:21][C:15]2[C:16]([CH2:19][NH2:20])=[CH:17][O:18][C:14]=2[CH:13]=1.[Cl:23][C:24]1[CH:29]=[CH:28][C:27]([CH2:30][C:31](Cl)=[O:32])=[CH:26][CH:25]=1.CCN(CC)CC, predict the reaction product. The product is: [Cl:23][C:24]1[CH:29]=[CH:28][C:27]([CH2:30][C:31]([NH:20][CH2:19][C:16]2[C:15]3[CH:21]=[CH:22][C:12]([O:11][C:3]4[S:2][C:10]5[C:5]([N:4]=4)=[N:6][CH:7]=[CH:8][CH:9]=5)=[CH:13][C:14]=3[O:18][CH:17]=2)=[O:32])=[CH:26][CH:25]=1. (5) Given the reactants Br[C:2]1[C:7]([F:8])=[CH:6][CH:5]=[CH:4][N:3]=1.[F:9][C:10]1[CH:15]=[CH:14][C:13]([N+:16]([O-:18])=[O:17])=[CH:12][C:11]=1B1OC(C)(C)C(C)(C)O1, predict the reaction product. The product is: [F:8][C:7]1[C:2]([C:11]2[CH:12]=[C:13]([N+:16]([O-:18])=[O:17])[CH:14]=[CH:15][C:10]=2[F:9])=[N:3][CH:4]=[CH:5][CH:6]=1. (6) Given the reactants Br[C:2]1[N:7]=[C:6]([C:8]([OH:10])=[O:9])[CH:5]=[CH:4][CH:3]=1.[C:11]1(B(O)O)[CH:16]=[CH:15][CH:14]=[CH:13][CH:12]=1.C(=O)([O-])[O-].[Cs+].[Cs+], predict the reaction product. The product is: [C:11]1([C:2]2[N:7]=[C:6]([C:8]([OH:10])=[O:9])[CH:5]=[CH:4][CH:3]=2)[CH:16]=[CH:15][CH:14]=[CH:13][CH:12]=1. (7) The product is: [Si:1]([O:8][CH2:9][C@H:10]1[CH2:19][C:18]2[C:13](=[CH:14][CH:15]=[CH:16][C:17]=2[CH2:20][CH:21]=[O:22])[C@H:12]([CH3:23])[N:11]1[C:24](=[O:34])[CH2:25][C:26]1[C:31]([F:32])=[CH:30][CH:29]=[CH:28][C:27]=1[Cl:33])([C:4]([CH3:7])([CH3:5])[CH3:6])([CH3:3])[CH3:2]. Given the reactants [Si:1]([O:8][CH2:9][C@H:10]1[CH2:19][C:18]2[C:13](=[CH:14][CH:15]=[CH:16][C:17]=2[CH2:20][CH2:21][OH:22])[C@H:12]([CH3:23])[N:11]1[C:24](=[O:34])[CH2:25][C:26]1[C:31]([F:32])=[CH:30][CH:29]=[CH:28][C:27]=1[Cl:33])([C:4]([CH3:7])([CH3:6])[CH3:5])([CH3:3])[CH3:2].C([O-])(O)=O.[Na+].[O-]S([O-])(=S)=O.[Na+].[Na+], predict the reaction product.